Dataset: Forward reaction prediction with 1.9M reactions from USPTO patents (1976-2016). Task: Predict the product of the given reaction. (1) Given the reactants [CH3:1][N:2]1[CH2:7][CH2:6][C:5](=O)[CH2:4][CH2:3]1.C(OP([CH2:17][C:18]1[CH:23]=[CH:22][C:21]([C:24]#[N:25])=[CH:20][CH:19]=1)(=O)OCC)C.[H-].[Na+], predict the reaction product. The product is: [CH3:1][N:2]1[CH2:7][CH2:6][C:5](=[CH:17][C:18]2[CH:23]=[CH:22][C:21]([C:24]#[N:25])=[CH:20][CH:19]=2)[CH2:4][CH2:3]1. (2) Given the reactants C([SiH](CC)CC)C.FC(F)(F)C(O)=O.[Br:15][C:16]1[C:21]2[CH:22]=[C:23]([C:25]([C:27]3[CH:32]=[C:31]([F:33])[CH:30]=[C:29]([Cl:34])[CH:28]=3)=O)[O:24][C:20]=2[CH:19]=[CH:18][CH:17]=1, predict the reaction product. The product is: [Br:15][C:16]1[C:21]2[CH:22]=[C:23]([CH2:25][C:27]3[CH:32]=[C:31]([F:33])[CH:30]=[C:29]([Cl:34])[CH:28]=3)[O:24][C:20]=2[CH:19]=[CH:18][CH:17]=1. (3) Given the reactants [CH3:1][C:2]([C:4]1[CH:9]=[C:8]([OH:10])[CH:7]=[CH:6][C:5]=1[OH:11])=[O:3].C([O-])([O-])=O.[K+].[K+].[CH2:18](I)[CH2:19][CH3:20], predict the reaction product. The product is: [OH:11][C:5]1[CH:6]=[CH:7][C:8]([O:10][CH2:18][CH2:19][CH3:20])=[CH:9][C:4]=1[C:2](=[O:3])[CH3:1]. (4) Given the reactants [OH-].[Na+].[CH2:3]([O:10][C:11]1[C:12]2[N:13]([C:17]([C:21]([O:23]CC)=[O:22])=[C:18]([CH3:20])[N:19]=2)[CH:14]=[CH:15][CH:16]=1)[C:4]1[CH:9]=[CH:8][CH:7]=[CH:6][CH:5]=1.Cl, predict the reaction product. The product is: [CH2:3]([O:10][C:11]1[C:12]2[N:13]([C:17]([C:21]([OH:23])=[O:22])=[C:18]([CH3:20])[N:19]=2)[CH:14]=[CH:15][CH:16]=1)[C:4]1[CH:5]=[CH:6][CH:7]=[CH:8][CH:9]=1. (5) Given the reactants [OH:1][C:2]1[C:7]([CH3:8])=[CH:6][CH:5]=[CH:4][C:3]=1[C:9](=[O:30])[CH:10]=P(C1C=CC=CC=1)(C1C=CC=CC=1)C1C=CC=CC=1.[C:31](OC(=O)C)(=O)[CH3:32].N1C=CC=CC=1, predict the reaction product. The product is: [CH3:31][C:32]1[O:1][C:2]2[C:3]([C:9](=[O:30])[CH:10]=1)=[CH:4][CH:5]=[CH:6][C:7]=2[CH3:8].